This data is from Full USPTO retrosynthesis dataset with 1.9M reactions from patents (1976-2016). The task is: Predict the reactants needed to synthesize the given product. (1) Given the product [Cl:29][C:22]1[CH:21]=[C:20](/[CH:19]=[C:15]2/[C:16](=[O:18])[N:17]3[CH:10]=[C:9]([C:4]4[CH:5]=[CH:6][CH:7]=[CH:8][C:3]=4[O:2][CH3:1])[N:12]=[C:13]3[S:14]/2)[CH:25]=[C:24]([O:26][CH3:27])[C:23]=1[OH:28], predict the reactants needed to synthesize it. The reactants are: [CH3:1][O:2][C:3]1[CH:8]=[CH:7][CH:6]=[CH:5][C:4]=1[C:9](=O)[CH3:10].[NH2:12][C:13]1[S:14]/[C:15](=[CH:19]\[C:20]2[CH:25]=[C:24]([O:26][CH3:27])[C:23]([OH:28])=[C:22]([Cl:29])[CH:21]=2)/[C:16](=[O:18])[N:17]=1. (2) Given the product [N:1]([C:2]1[CH:3]=[C:4]([S:8]([NH2:11])(=[O:9])=[O:10])[CH:5]=[CH:6][CH:7]=1)=[C:13]=[O:14], predict the reactants needed to synthesize it. The reactants are: [NH2:1][C:2]1[CH:3]=[C:4]([S:8]([NH2:11])(=[O:10])=[O:9])[CH:5]=[CH:6][CH:7]=1.Cl[C:13](OC(Cl)(Cl)Cl)=[O:14]. (3) Given the product [Cl:22][C:23]1[CH:24]=[C:25]([CH2:30][CH2:31][N:32]2[C:2](=[O:7])[C:3]3[C:4](=[CH:18][CH:19]=[CH:20][CH:21]=3)[N:5]=[C:6]2[C:8]2[CH:13]=[CH:12][CH:11]=[CH:10][C:9]=2[OH:14])[CH:26]=[CH:27][C:28]=1[Cl:29], predict the reactants needed to synthesize it. The reactants are: O=[C:2]1[O:7][C:6]([C:8]2[CH:13]=[CH:12][CH:11]=[CH:10][C:9]=2[O:14]C(=O)C)=[N:5][C:4]2[CH:18]=[CH:19][CH:20]=[CH:21][C:3]1=2.[Cl:22][C:23]1[CH:24]=[C:25]([CH2:30][CH2:31][NH2:32])[CH:26]=[CH:27][C:28]=1[Cl:29]. (4) Given the product [F:29][C:23]1[CH:24]=[C:25]([NH:26][C:40](=[O:41])[CH2:39][C:38]([NH:37][C:34]2[CH:35]=[CH:36][C:31]([F:30])=[CH:32][CH:33]=2)=[O:43])[CH:27]=[CH:28][C:22]=1[O:21][C:18]1[CH:17]=[CH:16][N:15]=[C:14]2[CH:13]=[C:12]([C:9]3[CH:8]=[CH:7][C:6]([CH:2]=[O:3])=[CH:11][N:10]=3)[S:20][C:19]=12, predict the reactants needed to synthesize it. The reactants are: O1CC[O:3][CH:2]1[C:6]1[CH:7]=[CH:8][C:9]([C:12]2[S:20][C:19]3[C:14](=[N:15][CH:16]=[CH:17][C:18]=3[O:21][C:22]3[CH:28]=[CH:27][C:25]([NH2:26])=[CH:24][C:23]=3[F:29])[CH:13]=2)=[N:10][CH:11]=1.[F:30][C:31]1[CH:36]=[CH:35][C:34]([NH:37][C:38](=[O:43])[CH2:39][C:40](O)=[O:41])=[CH:33][CH:32]=1.CCN=C=NCCCN(C)C.Cl.